The task is: Predict the product of the given reaction.. This data is from Forward reaction prediction with 1.9M reactions from USPTO patents (1976-2016). (1) Given the reactants [CH3:1][O:2][C:3]([C:5]1[C:6]([OH:23])=[C:7]2[C:12](=[CH:13][N:14]=1)[N:11]([C:15]1[CH:20]=[CH:19][CH:18]=[CH:17][CH:16]=1)[C:10](=[O:21])[C:9](Br)=[CH:8]2)=[O:4].[Br-].[CH2:25]([Zn+])[C:26]1[CH:31]=[CH:30][CH:29]=[CH:28][CH:27]=1.[NH4+].[Cl-].CCOC(C)=O, predict the reaction product. The product is: [CH3:1][O:2][C:3]([C:5]1[C:6]([OH:23])=[C:7]2[C:12](=[CH:13][N:14]=1)[N:11]([C:15]1[CH:20]=[CH:19][CH:18]=[CH:17][CH:16]=1)[C:10](=[O:21])[C:9]([CH2:25][C:26]1[CH:31]=[CH:30][CH:29]=[CH:28][CH:27]=1)=[CH:8]2)=[O:4]. (2) Given the reactants C(OC1N(CC2C=CC(C3C=CC=CC=3C3N(C(C4C=CC=CC=4)(C4C=CC=CC=4)C4C=CC=CC=4)N=NN=3)=CC=2)C2C(C(O)=O)=CC=CC=2N=1)C.[C:53]([N:59]([CH2:67][C:68]1[CH:73]=[CH:72][C:71]([C:74]2[CH:79]=[CH:78][CH:77]=[CH:76][C:75]=2[C:80]2[N:84](C(C3C=CC=CC=3)(C3C=CC=CC=3)C3C=CC=CC=3)[N:83]=[N:82][N:81]=2)=[CH:70][CH:69]=1)[C@H:60]([C:64]([OH:66])=[O:65])[CH:61]([CH3:63])[CH3:62])(=[O:58])[CH2:54][CH2:55][CH2:56][CH3:57].[CH3:104][O:105][C@@H:106]1[C@@H:110]([O:111][N+:112]([O-:114])=[O:113])[CH2:109][C@H:108]([C:115]([O:117][CH:118](Cl)[CH3:119])=[O:116])[CH2:107]1.CO[C@@H]1[C@@H](O[N+]([O-])=O)C[C@H](C(O[C@@H](Cl)C)=O)C1, predict the reaction product. The product is: [C:53]([N:59]([CH2:67][C:68]1[CH:73]=[CH:72][C:71]([C:74]2[CH:79]=[CH:78][CH:77]=[CH:76][C:75]=2[C:80]2[NH:84][N:83]=[N:82][N:81]=2)=[CH:70][CH:69]=1)[C@H:60]([C:64]([O:66][C@@H:118]([O:117][C:115]([C@H:108]1[CH2:109][C@H:110]([O:111][N+:112]([O-:114])=[O:113])[C@@H:106]([O:105][CH3:104])[CH2:107]1)=[O:116])[CH3:119])=[O:65])[CH:61]([CH3:63])[CH3:62])(=[O:58])[CH2:54][CH2:55][CH2:56][CH3:57]. (3) Given the reactants [CH2:1]([O:5][C:6](=[O:18])[CH:7]=[CH:8][C:9]1[CH:14]=[C:13]([F:15])[C:12]([Cl:16])=[C:11]([F:17])[CH:10]=1)[CH2:2][CH2:3][CH3:4].C, predict the reaction product. The product is: [CH2:1]([O:5][C:6](=[O:18])[CH2:7][CH2:8][C:9]1[CH:14]=[C:13]([F:15])[C:12]([Cl:16])=[C:11]([F:17])[CH:10]=1)[CH2:2][CH2:3][CH3:4]. (4) Given the reactants [CH3:1][O:2][C:3]1[CH:8]=[CH:7][CH:6]=[CH:5][C:4]=1[O:9][CH3:10].[C:11](O)(=[O:16])[CH2:12][CH:13]=[CH:14][CH3:15], predict the reaction product. The product is: [CH3:1][O:2][C:3]1[CH:8]=[C:7]2[C:6](=[CH:5][C:4]=1[O:9][CH3:10])[C:11](=[O:16])[CH2:12][CH:13]2[CH2:14][CH3:15]. (5) Given the reactants [CH3:1][O:2][C:3]1[C:11]([O:12][CH3:13])=[C:10]([O:14][CH3:15])[CH:9]=[C:8]2[C:4]=1[CH:5]=[C:6]([C:16]([O:18][CH3:19])=[O:17])[NH:7]2.Br[C:21]1[CH:26]=[CH:25][CH:24]=[CH:23][CH:22]=1.[OH-].[K+], predict the reaction product. The product is: [C:21]1([N:7]2[C:8]3[C:4](=[C:3]([O:2][CH3:1])[C:11]([O:12][CH3:13])=[C:10]([O:14][CH3:15])[CH:9]=3)[CH:5]=[C:6]2[C:16]([O:18][CH3:19])=[O:17])[CH:26]=[CH:25][CH:24]=[CH:23][CH:22]=1. (6) Given the reactants O[CH2:2][C@H:3]([N:5]1[C:10](=[O:11])[C:9]2=[CH:12][C:13]3[N:14]=[N:15][N:16]([C@H:21]([CH3:28])[CH2:22][N:23]4[N:27]=[N:26][CH:25]=[N:24]4)[C:17](=[O:20])[C:18]=3[CH:19]=[C:8]2[N:7]=[N:6]1)[CH3:4].C1(P(C2C=CC=CC=2)C2C=CC=CC=2)C=CC=CC=1.[NH:48]1[CH:52]=[N:51][N:50]=[N:49]1.CC(OC(/N=N/C(OC(C)C)=O)=O)C, predict the reaction product. The product is: [N:48]1[N:49]([CH2:2][C@H:3]([N:5]2[C:10](=[O:11])[C:9]3=[CH:12][C:13]4[N:14]=[N:15][N:16]([C@H:21]([CH3:28])[CH2:22][N:23]5[N:27]=[N:26][CH:25]=[N:24]5)[C:17](=[O:20])[C:18]=4[CH:19]=[C:8]3[N:7]=[N:6]2)[CH3:4])[N:50]=[N:51][CH:52]=1. (7) Given the reactants [F:1][C:2]1[C:3]([O:14][CH3:15])=[N:4][C:5]([C:8]#[C:9][Si](C)(C)C)=[N:6][CH:7]=1.C(C1N=C(OC)C=CN=1)#C, predict the reaction product. The product is: [C:8]([C:5]1[N:4]=[C:3]([O:14][CH3:15])[C:2]([F:1])=[CH:7][N:6]=1)#[CH:9].